This data is from Reaction yield outcomes from USPTO patents with 853,638 reactions. The task is: Predict the reaction yield, written as a fraction of the theoretical maximum amount of product (1.0 means a 100% yield; for example, 0.34 means a 34% yield). (1) The reactants are [F:1][C:2]([F:30])([F:29])[C:3]1[CH:8]=[CH:7][C:6]([C:9]2([OH:16])[CH2:15][CH2:14][CH2:13][CH2:12][CH2:11][CH2:10]2)=[C:5]([CH2:17][O:18][Si:19]([CH:26]([CH3:28])[CH3:27])([CH:23]([CH3:25])[CH3:24])[CH:20]([CH3:22])[CH3:21])[CH:4]=1.[H-].[Na+].[CH3:33]I. The catalyst is O1CCCC1. The product is [CH3:33][O:16][C:9]1([C:6]2[CH:7]=[CH:8][C:3]([C:2]([F:29])([F:1])[F:30])=[CH:4][C:5]=2[CH2:17][O:18][Si:19]([CH:26]([CH3:28])[CH3:27])([CH:23]([CH3:24])[CH3:25])[CH:20]([CH3:22])[CH3:21])[CH2:15][CH2:14][CH2:13][CH2:12][CH2:11][CH2:10]1. The yield is 0.952. (2) The reactants are Br[C:2]1[N:7]=[CH:6][C:5]([C@@H:8]2[CH2:10][C@H:9]2[NH:11][C:12](=[O:18])[O:13][C:14]([CH3:17])([CH3:16])[CH3:15])=[CH:4][CH:3]=1.C(=O)([O-])[O-].[K+].[K+].[F:25][C:26]([F:37])([F:36])[C:27]1[CH:28]=[C:29](B(O)O)[CH:30]=[CH:31][CH:32]=1. The catalyst is CC#N.O. The product is [F:25][C:26]([F:37])([F:36])[C:27]1[CH:32]=[C:31]([C:2]2[N:7]=[CH:6][C:5]([C@@H:8]3[CH2:10][C@H:9]3[NH:11][C:12](=[O:18])[O:13][C:14]([CH3:17])([CH3:16])[CH3:15])=[CH:4][CH:3]=2)[CH:30]=[CH:29][CH:28]=1. The yield is 0.583. (3) The reactants are [F:1][C:2]1[CH:7]=[CH:6][C:5]([CH2:8][CH2:9][CH2:10][C:11]([OH:13])=O)=[CH:4][CH:3]=1.C[N:15](C=O)C.C(Cl)(=O)C(Cl)=O. The catalyst is C(Cl)(Cl)Cl. The product is [F:1][C:2]1[CH:7]=[CH:6][C:5]([CH2:8][CH2:9][CH2:10][C:11]([NH2:15])=[O:13])=[CH:4][CH:3]=1. The yield is 0.430. (4) The reactants are C(O[C:6](=O)[NH:7][C:8]1[CH:13]=[CH:12][C:11]([O:14][C:15]2[C:24]3[C:19](=[CH:20][C:21]([O:25]C)=[CH:22][CH:23]=3)[CH:18]=[CH:17][C:16]=2[C:27]2[CH:32]=[CH:31][C:30]([S:33]([CH3:36])(=[O:35])=[O:34])=[CH:29][CH:28]=2)=[CH:10][CH:9]=1)(C)(C)C.[ClH:38].[N:39](=[CH:47]CCl)[CH2:40][CH2:41][CH2:42][CH2:43][CH2:44][CH2:45][Cl:46]. No catalyst specified. The product is [ClH:46].[ClH:38].[N:39]1([CH2:47][CH2:6][NH:7][C:8]2[CH:9]=[CH:10][C:11]([O:14][C:15]3[C:16]([C:27]4[CH:28]=[CH:29][C:30]([S:33]([CH3:36])(=[O:34])=[O:35])=[CH:31][CH:32]=4)=[CH:17][CH:18]=[C:19]4[C:24]=3[CH:23]=[CH:22][C:21]([OH:25])=[CH:20]4)=[CH:12][CH:13]=2)[CH:40]=[CH:41][CH:42]=[CH:43][CH:44]=[CH:45]1. The yield is 0.370. (5) The reactants are C([O:3][C:4](=O)[C:5]([N:8]1[CH2:13][CH2:12][CH:11]([C:14]2[CH:36]=[CH:35][C:17]3[C:18]4[N:22]([CH2:23][CH2:24][O:25][C:16]=3[CH:15]=2)[CH:21]=[C:20]([C:26]2[N:27]([CH:32]([CH3:34])[CH3:33])[N:28]=[C:29]([CH3:31])[N:30]=2)[N:19]=4)[CH2:10][CH2:9]1)([CH3:7])[CH3:6])C.[H-].[Al+3].[Li+].[H-].[H-].[H-]. The catalyst is C1COCC1. The product is [CH:32]([N:27]1[C:26]([C:20]2[N:19]=[C:18]3[C:17]4[CH:35]=[CH:36][C:14]([CH:11]5[CH2:10][CH2:9][N:8]([C:5]([CH3:7])([CH3:6])[CH2:4][OH:3])[CH2:13][CH2:12]5)=[CH:15][C:16]=4[O:25][CH2:24][CH2:23][N:22]3[CH:21]=2)=[N:30][C:29]([CH3:31])=[N:28]1)([CH3:34])[CH3:33]. The yield is 0.470. (6) The reactants are [F:1][C:2]1[CH:7]=[CH:6][CH:5]=[C:4]([F:8])[C:3]=1[N:9]1[C:14]2[N:15]=[C:16](S(C)=O)[N:17]=[C:18]([C:19]3[CH:20]=[C:21]([CH:28]=[CH:29][C:30]=3[CH3:31])[C:22]([NH:24][CH:25]([CH3:27])[CH3:26])=[O:23])[C:13]=2[CH2:12][NH:11][C:10]1=[O:35].[CH2:36]([N:38]([CH2:43][CH3:44])[CH2:39][CH2:40][CH2:41][NH2:42])[CH3:37]. The catalyst is C1COCC1. The product is [CH2:36]([N:38]([CH2:43][CH3:44])[CH2:39][CH2:40][CH2:41][NH:42][C:16]1[N:17]=[C:18]([C:19]2[CH:20]=[C:21]([CH:28]=[CH:29][C:30]=2[CH3:31])[C:22]([NH:24][CH:25]([CH3:27])[CH3:26])=[O:23])[C:13]2[CH2:12][NH:11][C:10](=[O:35])[N:9]([C:3]3[C:2]([F:1])=[CH:7][CH:6]=[CH:5][C:4]=3[F:8])[C:14]=2[N:15]=1)[CH3:37]. The yield is 0.830.